Dataset: Full USPTO retrosynthesis dataset with 1.9M reactions from patents (1976-2016). Task: Predict the reactants needed to synthesize the given product. (1) Given the product [C:56]([C:57]1[CH:7]=[CH:8][C:9]2[N:10]=[C:12]([C:40]3[CH:41]=[C:42]([C:44]([N:49]4[CH2:53][CH2:52][CH2:51][CH2:50]4)=[O:45])[O:43][CH:39]=3)[NH:54][C:59]=2[CH:58]=1)(=[O:13])[C:55]1[CH:22]=[CH:23][CH:18]=[CH:19][CH:20]=1, predict the reactants needed to synthesize it. The reactants are: Cl.C(N=C=N[CH2:7][CH2:8][CH2:9][N:10]([CH3:12])C)C.[OH2:13].ON1[C:19]2[CH:20]=C[CH:22]=[CH:23][C:18]=2N=N1.C(C1C=CC2N=C([C:39]3[O:43][C:42]([C:44](O)=[O:45])=[CH:41][CH:40]=3)NC=2C=1)(=O)C1C=CC=CC=1.[NH:49]1[CH2:53][CH2:52][CH2:51][CH2:50]1.[N:54]1[CH:59]=[CH:58][CH:57]=[CH:56][CH:55]=1. (2) Given the product [CH3:32][S:30][C:29]1[N:31]=[C:4]([OH:5])[C:6]2[CH2:7][CH2:8][N:9]([C:14]3[C:19]([C:20]([F:21])([F:22])[F:23])=[CH:18][CH:17]=[CH:16][N:15]=3)[CH2:10][CH2:11][C:12]=2[N:28]=1, predict the reactants needed to synthesize it. The reactants are: C(O[C:4]([CH:6]1[C:12](=O)[CH2:11][CH2:10][N:9]([C:14]2[C:19]([C:20]([F:23])([F:22])[F:21])=[CH:18][CH:17]=[CH:16][N:15]=2)[CH2:8][CH2:7]1)=[O:5])C.CC[O-].[Na+].[NH2:28][C:29]([NH2:31])=[S:30].[CH3:32]I. (3) Given the product [F:18][C:19]1([F:23])[CH2:22][N:21]([C:2]2[CH:7]=[C:6]([CH3:8])[C:5]([N+:9]([O-:11])=[O:10])=[CH:4][N:3]=2)[CH2:20]1, predict the reactants needed to synthesize it. The reactants are: Cl[C:2]1[CH:7]=[C:6]([CH3:8])[C:5]([N+:9]([O-:11])=[O:10])=[CH:4][N:3]=1.C([O-])([O-])=O.[Cs+].[Cs+].[F:18][C:19]1([F:23])[CH2:22][NH:21][CH2:20]1. (4) Given the product [CH3:25][O:26][C:27](=[O:31])[CH:28]([NH:29][C:15]([C:13]1[N:14]=[C:10]([NH:9][C:8]([N:7]([CH:1]2[CH2:2][CH2:3][CH2:4][CH2:5][CH2:6]2)[CH:19]2[CH2:20][CH2:21][CH2:22][CH2:23][CH2:24]2)=[O:18])[S:11][CH:12]=1)=[O:16])[CH3:30], predict the reactants needed to synthesize it. The reactants are: [CH:1]1([N:7]([CH:19]2[CH2:24][CH2:23][CH2:22][CH2:21][CH2:20]2)[C:8](=[O:18])[NH:9][C:10]2[S:11][CH:12]=[C:13]([C:15](O)=[O:16])[N:14]=2)[CH2:6][CH2:5][CH2:4][CH2:3][CH2:2]1.[CH3:25][O:26][C:27](=[O:31])[C@H:28]([CH3:30])[NH2:29]. (5) Given the product [CH2:1]([O:3][C:4]([C:6]1[N:7]([C:40]2[CH:45]=[CH:44][C:43]([O:46][CH:47]([CH3:49])[CH3:48])=[CH:42][CH:41]=2)[C:8]2[C:13]([CH:14]=1)=[CH:12][C:11]([C:15]1[CH:16]=[CH:17][C:18]([C:21]([CH3:23])([CH3:22])[CH3:24])=[CH:19][CH:20]=1)=[CH:10][CH:9]=2)=[O:5])[CH3:2], predict the reactants needed to synthesize it. The reactants are: [CH2:1]([O:3][C:4]([C:6]1[NH:7][C:8]2[C:13]([CH:14]=1)=[CH:12][C:11]([C:15]1[CH:20]=[CH:19][C:18]([C:21]([CH3:24])([CH3:23])[CH3:22])=[CH:17][CH:16]=1)=[CH:10][CH:9]=2)=[O:5])[CH3:2].[O-]P([O-])([O-])=O.[K+].[K+].[K+].CNCCNC.Br[C:40]1[CH:45]=[CH:44][C:43]([O:46][CH:47]([CH3:49])[CH3:48])=[CH:42][CH:41]=1. (6) Given the product [O:1]=[C:2]1[C:10]2[C:5](=[CH:6][CH:7]=[CH:8][CH:9]=2)[C:4](=[O:11])[N:3]1[C@H:12]1[CH2:17][CH2:16][C@H:15]([O:18][CH2:19][C:20]([N:24]([CH3:25])[CH3:23])=[O:22])[CH2:14][CH2:13]1, predict the reactants needed to synthesize it. The reactants are: [O:1]=[C:2]1[C:10]2[C:5](=[CH:6][CH:7]=[CH:8][CH:9]=2)[C:4](=[O:11])[N:3]1[C@H:12]1[CH2:17][CH2:16][C@H:15]([O:18][CH2:19][C:20]([OH:22])=O)[CH2:14][CH2:13]1.[CH3:23][N:24](C)[CH:25]=O. (7) Given the product [Br:1][C:2]1[CH:3]=[N:4][CH:5]=[CH:6][C:7]=1[CH2:8][CH:9]1[CH2:17][C:16]2[C:11](=[CH:12][CH:13]=[C:14]([CH3:18])[CH:15]=2)[C:10]1=[O:19], predict the reactants needed to synthesize it. The reactants are: [Br:1][C:2]1[CH:3]=[N:4][CH:5]=[CH:6][C:7]=1/[CH:8]=[C:9]1/[C:10](=[O:19])[C:11]2[C:16]([CH2:17]/1)=[CH:15][C:14]([CH3:18])=[CH:13][CH:12]=2. (8) Given the product [C:28]1([CH2:27][O:26][C:24](=[O:25])[NH:18][CH2:17][S:8]([C:5]2[CH:6]=[CH:7][C:2]([F:1])=[C:3]([N+:13]([O-:15])=[O:14])[CH:4]=2)(=[O:9])=[O:10])[CH:33]=[CH:32][CH:31]=[CH:30][CH:29]=1, predict the reactants needed to synthesize it. The reactants are: [F:1][C:2]1[CH:7]=[CH:6][C:5]([S:8](NC)(=[O:10])=[O:9])=[CH:4][C:3]=1[N+:13]([O-:15])=[O:14].C[CH2:17][N:18](CC)CC.Cl[C:24]([O:26][CH2:27][C:28]1[CH:33]=[CH:32][CH:31]=[CH:30][CH:29]=1)=[O:25]. (9) Given the product [F:6][C:7]([F:12])([F:11])[C:8]([OH:10])=[O:9].[CH2:13]([NH:17][C:18]([NH:20][C@H:21]1[CH2:29][C@H:28]2[C@:24]([C:32]3[CH:37]=[CH:36][C:35]([O:38][CH3:39])=[C:34]([O:40][CH3:41])[CH:33]=3)([CH2:25][CH2:26][N:27]2[CH2:30][C:31]2[NH:47][CH:46]=[N:45][C:44]=2[CH3:43])[CH2:23][CH2:22]1)=[S:19])[CH2:14][CH2:15][CH3:16], predict the reactants needed to synthesize it. The reactants are: N1CCCC1.[F:6][C:7]([F:12])([F:11])[C:8]([OH:10])=[O:9].[CH2:13]([NH:17][C:18]([NH:20][C@H:21]1[CH2:29][C@H:28]2[C@:24]([C:32]3[CH:37]=[CH:36][C:35]([O:38][CH3:39])=[C:34]([O:40][CH3:41])[CH:33]=3)([CH2:25][CH2:26][N:27]2[CH2:30][CH3:31])[CH2:23][CH2:22]1)=[S:19])[CH2:14][CH2:15][CH3:16].C[C:43]1[N:47]=[CH:46][NH:45][C:44]=1C=O.